This data is from Catalyst prediction with 721,799 reactions and 888 catalyst types from USPTO. The task is: Predict which catalyst facilitates the given reaction. Reactant: [Br:1][C:2]1[CH:3]=[C:4]2[C:42](=[CH:43][CH:44]=1)[C:7]1=[CH:8][C:9]3[C:10]([C:32]4[CH:41]=[CH:40][C:39]5[C:34](=[CH:35][CH:36]=[CH:37][CH:38]=5)[CH:33]=4)(O)[C:11]4[CH:12]=[CH:13][CH:14]=[CH:15][C:16]=4[C:17]([C:21]4[CH:30]=[CH:29][C:28]5[C:23](=[CH:24][CH:25]=[CH:26][CH:27]=5)[CH:22]=4)(O)[C:18]=3[CH:19]=[C:6]1[C:5]2([CH3:46])[CH3:45].[I-].[K+].[PH2]([O-])=O.[Na+]. Product: [Br:1][C:2]1[CH:3]=[C:4]2[C:42](=[CH:43][CH:44]=1)[C:7]1=[CH:8][C:9]3[C:10]([C:32]4[CH:41]=[CH:40][C:39]5[C:34](=[CH:35][CH:36]=[CH:37][CH:38]=5)[CH:33]=4)=[C:11]4[C:16](=[C:17]([C:21]5[CH:30]=[CH:29][C:28]6[C:23](=[CH:24][CH:25]=[CH:26][CH:27]=6)[CH:22]=5)[C:18]=3[CH:19]=[C:6]1[C:5]2([CH3:46])[CH3:45])[CH:15]=[CH:14][CH:13]=[CH:12]4. The catalyst class is: 15.